This data is from Catalyst prediction with 721,799 reactions and 888 catalyst types from USPTO. The task is: Predict which catalyst facilitates the given reaction. (1) Reactant: [C:1]1([NH:7][NH2:8])[CH:6]=[CH:5][CH:4]=[CH:3][CH:2]=1.C([O-])([O-])=O.[K+].[K+].[CH2:15]([O:17][C:18]([C:20]#[C:21][C:22](OCC)=[O:23])=[O:19])[CH3:16].Cl. Product: [OH:23][C:22]1[N:7]([C:1]2[CH:6]=[CH:5][CH:4]=[CH:3][CH:2]=2)[N:8]=[C:20]([C:18]([O:17][CH2:15][CH3:16])=[O:19])[CH:21]=1. The catalyst class is: 40. (2) Reactant: CS(C)=[O:3].[CH:5]1[C:10]([CH2:11][N:12]2[CH2:13][CH2:14][NH:15]/[C:16]/2=[N:17]\[N+:18]([O-:20])=[O:19])=[CH:9][N:8]=[C:7]([Cl:21])[CH:6]=1. Product: [CH:13]([N:12]1[CH2:11][CH2:10][CH2:5][C:16]1=[O:3])=[CH2:14].[CH:5]1[C:10]([CH2:11][N:12]2[CH2:13][CH2:14][NH:15]/[C:16]/2=[N:17]\[N+:18]([O-:20])=[O:19])=[CH:9][N:8]=[C:7]([Cl:21])[CH:6]=1. The catalyst class is: 60. (3) Reactant: [C:1]([NH:4][C:5]1[CH:14]=[C:13]([C:15]2[CH:20]=[CH:19]N3N=[CH:22][C:23](I)=[C:17]3[N:16]=2)[CH:12]=[CH:11][C:6]=1[C:7]([O:9][CH3:10])=[O:8])(=[O:3])[CH3:2].[C:25]([C:27]1[CH:32]=[CH:31]C(B(O)O)=[CH:29][CH:28]=1)#[N:26].[O-]P([O-])([O-])=O.[K+].[K+].[K+].O. Product: [C:1]([NH:4][C:5]1[CH:14]=[C:13](/[C:15](=[N:16]/[CH:17]=[CH:23][C:22]2[CH:31]=[CH:32][C:27]([C:25]#[N:26])=[CH:28][CH:29]=2)/[CH:20]=[CH2:19])[CH:12]=[CH:11][C:6]=1[C:7]([O:9][CH3:10])=[O:8])(=[O:3])[CH3:2]. The catalyst class is: 752.